From a dataset of Full USPTO retrosynthesis dataset with 1.9M reactions from patents (1976-2016). Predict the reactants needed to synthesize the given product. (1) Given the product [Br:39][C:40]1[N:45]=[C:44]([C:46](=[O:49])[NH:47][CH3:48])[C:43]([NH:50][C:51]2[C:56]([C:57]([F:59])([F:58])[F:60])=[CH:55][N:54]=[C:53]([NH:61][C:62]3[CH:76]=[CH:75][C:65]([CH2:66][P:67](=[O:71])([OH:74])[O:68][CH2:69][CH3:70])=[C:64]([Cl:77])[C:63]=3[O:78][CH3:79])[N:52]=2)=[CH:42][CH:41]=1, predict the reactants needed to synthesize it. The reactants are: BrC1N=C(C(=O)NC)C(NC2C(C(F)(F)F)=CN=C(NC3C=CC(CP(=O)(O)OCC)=CC=3OC)N=2)=CC=1.[Br:39][C:40]1[N:45]=[C:44]([C:46](=[O:49])[NH:47][CH3:48])[C:43]([NH:50][C:51]2[C:56]([C:57]([F:60])([F:59])[F:58])=[CH:55][N:54]=[C:53]([NH:61][C:62]3[CH:76]=[CH:75][C:65]([CH2:66][P:67](=[O:74])([O:71]CC)[O:68][CH2:69][CH3:70])=[C:64]([Cl:77])[C:63]=3[O:78][CH3:79])[N:52]=2)=[CH:42][CH:41]=1. (2) Given the product [Cl:1][C:2]1[CH:7]=[CH:6][CH:5]=[C:4]([F:8])[C:3]=1[N:9]=[C:10]=[S:11], predict the reactants needed to synthesize it. The reactants are: [Cl:1][C:2]1[CH:7]=[CH:6][CH:5]=[C:4]([F:8])[C:3]=1[NH:9][C:10](N)=[S:11]. (3) The reactants are: [CH:1]12[CH2:7][CH:4]([CH2:5][CH2:6]1)[CH2:3][C:2]2=[O:8].[Cl:9][C:10]1[CH:17]=[CH:16][CH:15]=[C:14]([O:18][CH3:19])[C:11]=1[CH:12]=O.[OH-].[K+]. Given the product [Cl:9][C:10]1[CH:17]=[CH:16][CH:15]=[C:14]([O:18][CH3:19])[C:11]=1/[CH:12]=[C:3]1/[C:2](=[O:8])[CH:1]2[CH2:7][CH:4]/1[CH2:5][CH2:6]2, predict the reactants needed to synthesize it.